From a dataset of Reaction yield outcomes from USPTO patents with 853,638 reactions. Predict the reaction yield, written as a fraction of the theoretical maximum amount of product (1.0 means a 100% yield; for example, 0.34 means a 34% yield). The reactants are Br[C:2]1(Br)[C:10]2[C:5](=[N:6][CH:7]=[C:8]([Br:11])[CH:9]=2)[NH:4][C:3]1=[O:12]. The catalyst is C(O)(=O)C.[Zn]. The product is [Br:11][C:8]1[CH:9]=[C:10]2[CH2:2][C:3](=[O:12])[NH:4][C:5]2=[N:6][CH:7]=1. The yield is 0.400.